This data is from Forward reaction prediction with 1.9M reactions from USPTO patents (1976-2016). The task is: Predict the product of the given reaction. (1) Given the reactants [O:1]([CH2:8][CH2:9][CH2:10][CH2:11][CH2:12][CH2:13][CH2:14][CH2:15][CH2:16][CH2:17]C(Cl)=O)[C:2]1[CH:7]=[CH:6][CH:5]=[CH:4][CH:3]=1.[N-:21]=[N+]=[N-].[Na+].C1(C)C=CC=CC=1.C[C:33](C)=[O:34], predict the reaction product. The product is: [O:1]([CH2:8][CH2:9][CH2:10][CH2:11][CH2:12][CH2:13][CH2:14][CH2:15][CH2:16][CH2:17][N:21]=[C:33]=[O:34])[C:2]1[CH:3]=[CH:4][CH:5]=[CH:6][CH:7]=1. (2) The product is: [CH:3]1([O:8][C:9]2[CH:14]=[CH:13][C:12]([N:15]3[CH:19]=[CH:18][N:17]([C@H:20]4[CH2:25][CH2:24][C@H:23]([O:26][CH2:37][CH2:36][N:34]([CH3:35])[CH3:33])[CH2:22][CH2:21]4)[C:16]3=[O:27])=[CH:11][CH:10]=2)[CH2:4][CH2:5][CH2:6][CH2:7]1. Given the reactants [H-].[Na+].[CH:3]1([O:8][C:9]2[CH:14]=[CH:13][C:12]([N:15]3[CH:19]=[CH:18][N:17]([C@H:20]4[CH2:25][CH2:24][C@H:23]([OH:26])[CH2:22][CH2:21]4)[C:16]3=[O:27])=[CH:11][CH:10]=2)[CH2:7][CH2:6][CH2:5][CH2:4]1.CN(C=O)C.[CH3:33][N:34]([CH2:36][CH2:37]Cl)[CH3:35], predict the reaction product. (3) The product is: [Cl:23][C:21]1[CH:20]=[CH:19][C:18]([O:24][CH3:25])=[C:17]([S:14]([N:11]2[C:12]3[C:8](=[CH:7][CH:6]=[C:5]([C:3]([OH:4])=[O:2])[CH:13]=3)[CH2:9][CH2:10]2)(=[O:15])=[O:16])[CH:22]=1. Given the reactants C[O:2][C:3]([C:5]1[CH:13]=[C:12]2[C:8]([CH2:9][CH2:10][N:11]2[S:14]([C:17]2[CH:22]=[C:21]([Cl:23])[CH:20]=[CH:19][C:18]=2[O:24][CH3:25])(=[O:16])=[O:15])=[CH:7][CH:6]=1)=[O:4].[OH-].[K+], predict the reaction product. (4) Given the reactants [F:1][C:2]([F:23])([F:22])[C:3]1[C:11]2[CH2:10][CH2:9][CH2:8][CH2:7][C:6]=2[N:5]([C:12]2[CH:17]=[CH:16][C:15]([CH2:18][C:19](O)=[O:20])=[CH:14][CH:13]=2)[N:4]=1.C(N1C=CN=C1)(N1C=CN=C1)=O.[C:36]1([CH:42]2[CH2:46][CH2:45][CH2:44][NH:43]2)[CH:41]=[CH:40][CH:39]=[CH:38][CH:37]=1, predict the reaction product. The product is: [O:20]=[C:19]([N:43]1[CH2:44][CH2:45][CH2:46][CH:42]1[C:36]1[CH:41]=[CH:40][CH:39]=[CH:38][CH:37]=1)[CH2:18][C:15]1[CH:16]=[CH:17][C:12]([N:5]2[C:6]3[CH2:7][CH2:8][CH2:9][CH2:10][C:11]=3[C:3]([C:2]([F:22])([F:23])[F:1])=[N:4]2)=[CH:13][CH:14]=1. (5) Given the reactants CC(C)([O-])C.[Na+].[Br:7][C:8]1[N:12]=[C:11]([Br:13])[NH:10][N:9]=1.[CH2:14](Br)[C:15]1[CH:20]=[CH:19][CH:18]=[CH:17][CH:16]=1.O, predict the reaction product. The product is: [CH2:14]([N:9]1[C:8]([Br:7])=[N:12][C:11]([Br:13])=[N:10]1)[C:15]1[CH:20]=[CH:19][CH:18]=[CH:17][CH:16]=1. (6) Given the reactants [NH2:1][CH2:2][CH2:3][CH2:4][CH2:5][N:6]1[C:14]([S:15][C:16]2[C:24]([I:25])=[CH:23][C:19]3[O:20][CH2:21][O:22][C:18]=3[CH:17]=2)=[N:13][C:12]2[C:7]1=[N:8][CH:9]=[N:10][C:11]=2[NH2:26].ON1C(=O)C2C=CC=CC=2N=N1.C(N=C=NC(C)C)(C)C.C(N1CCOCC1)C.[N+:56]([C:59]1[C:67]2[C:63](=[N:64][O:65][N:66]=2)[C:62]([NH:68][CH2:69][CH2:70][CH2:71][CH2:72][CH2:73][C:74](O)=[O:75])=[CH:61][CH:60]=1)([O-:58])=[O:57], predict the reaction product. The product is: [NH2:26][C:11]1[N:10]=[CH:9][N:8]=[C:7]2[C:12]=1[N:13]=[C:14]([S:15][C:16]1[C:24]([I:25])=[CH:23][C:19]3[O:20][CH2:21][O:22][C:18]=3[CH:17]=1)[N:6]2[CH2:5][CH2:4][CH2:3][CH2:2][NH:1][C:74](=[O:75])[CH2:73][CH2:72][CH2:71][CH2:70][CH2:69][NH:68][C:62]1[C:63]2=[N:64][O:65][N:66]=[C:67]2[C:59]([N+:56]([O-:58])=[O:57])=[CH:60][CH:61]=1. (7) Given the reactants C1(S([N:10]2[C:14]3=[N:15][C:16]([O:19][CH3:20])=[CH:17][CH:18]=[C:13]3[CH:12]=[C:11]2[C:21]([C:28]2[CH:33]=[CH:32][C:31]([S:34]([CH3:37])(=[O:36])=[O:35])=[CH:30][CH:29]=2)=[CH:22][CH:23]2[CH2:27][CH2:26][CH2:25][CH2:24]2)(=O)=O)C=CC=CC=1.[F-].C([N+](CCCC)(CCCC)CCCC)CCC.O1CCCC1, predict the reaction product. The product is: [CH:23]1([CH:22]=[C:21]([C:11]2[NH:10][C:14]3=[N:15][C:16]([O:19][CH3:20])=[CH:17][CH:18]=[C:13]3[CH:12]=2)[C:28]2[CH:29]=[CH:30][C:31]([S:34]([CH3:37])(=[O:36])=[O:35])=[CH:32][CH:33]=2)[CH2:27][CH2:26][CH2:25][CH2:24]1. (8) The product is: [C:1]([C:3]1[CH:8]=[CH:7][C:6]([C@@H:9]2[C:14]([C:15]([OH:17])=[O:16])=[C:13]([CH3:21])[N:12]([C:22]3[CH:27]=[CH:26][CH:25]=[C:24]([C:28]([F:30])([F:31])[F:29])[CH:23]=3)[C:11](=[O:32])[N:10]2[S:33]([CH3:36])(=[O:34])=[O:35])=[C:5]([S:37]([CH3:40])(=[O:38])=[O:39])[CH:4]=1)#[N:2]. Given the reactants [C:1]([C:3]1[CH:8]=[CH:7][C:6]([C@@H:9]2[C:14]([C:15]([O:17]CC=C)=[O:16])=[C:13]([CH3:21])[N:12]([C:22]3[CH:27]=[CH:26][CH:25]=[C:24]([C:28]([F:31])([F:30])[F:29])[CH:23]=3)[C:11](=[O:32])[N:10]2[S:33]([CH3:36])(=[O:35])=[O:34])=[C:5]([S:37]([CH3:40])(=[O:39])=[O:38])[CH:4]=1)#[N:2].N1CCOCC1, predict the reaction product. (9) Given the reactants C([O:3][CH:4](OCC)[C:5]1[CH:10]=[CH:9][C:8]([C:11]([OH:14])([CH3:13])[CH3:12])=[CH:7][C:6]=1[F:15])C.Cl, predict the reaction product. The product is: [F:15][C:6]1[CH:7]=[C:8]([C:11]([OH:14])([CH3:12])[CH3:13])[CH:9]=[CH:10][C:5]=1[CH:4]=[O:3]. (10) Given the reactants FC(F)(F)C([N:5]([C@@H:13]1[CH2:15][C@H:14]1[C:16]1[CH:21]=[CH:20][CH:19]=[CH:18][CH:17]=1)[CH2:6][CH:7]1[CH2:12][CH2:11][NH:10][CH2:9][CH2:8]1)=O.[CH:24]([C:26]1[CH:31]=[CH:30][C:29]([CH2:32][C:33]([OH:35])=[O:34])=[CH:28][CH:27]=1)=O.C(O[BH-](OC(=O)C)OC(=O)C)(=O)C.[Na+].[OH-].[Na+], predict the reaction product. The product is: [C:16]1([C@@H:14]2[CH2:15][C@H:13]2[NH:5][CH2:6][CH:7]2[CH2:8][CH2:9][N:10]([CH2:24][C:26]3[CH:27]=[CH:28][C:29]([CH2:32][C:33]([OH:35])=[O:34])=[CH:30][CH:31]=3)[CH2:11][CH2:12]2)[CH:17]=[CH:18][CH:19]=[CH:20][CH:21]=1.